This data is from Experimental lipophilicity measurements (octanol/water distribution) for 4,200 compounds from AstraZeneca. The task is: Regression/Classification. Given a drug SMILES string, predict its absorption, distribution, metabolism, or excretion properties. Task type varies by dataset: regression for continuous measurements (e.g., permeability, clearance, half-life) or binary classification for categorical outcomes (e.g., BBB penetration, CYP inhibition). For this dataset (lipophilicity_astrazeneca), we predict Y. (1) The molecule is NC(=O)C[S+]([O-])C(c1ccccc1)c1ccccc1. The Y is 1.12 logD. (2) The drug is Oc1ccc(C2=Cc3ccc(O)cc3OC2)cc1. The Y is 3.80 logD. (3) The compound is CC(=O)NC[C@H]1CN(c2ccc(N3CCN(c4cnccn4)CC3)c(F)c2)C(=O)O1. The Y is 1.49 logD. (4) The molecule is Cc1cc(NC(=O)Nc2ccc(Cl)cc2)n(-c2ccccc2)n1. The Y is 4.15 logD. (5) The drug is OCCNCc1cc(Br)ccc1OCc1ccc(Cl)cc1. The Y is 2.98 logD.